Dataset: Full USPTO retrosynthesis dataset with 1.9M reactions from patents (1976-2016). Task: Predict the reactants needed to synthesize the given product. (1) Given the product [CH2:1]([C:5]1[N:6]([CH2:26][C:27]2[CH:28]=[CH:29][C:30]([C:33]3[CH:38]=[CH:37][CH:36]=[CH:35][C:34]=3[C:39]3[NH:43][N:42]=[N:41][N:40]=3)=[CH:31][CH:32]=2)[C:7]([C:11]([NH:13][C@@H:14]([CH2:19][C:20]2[CH:21]=[CH:22][CH:23]=[CH:24][CH:25]=2)[C:15]([OH:17])=[O:16])=[O:12])=[C:8]([Cl:10])[N:9]=1)[CH2:2][CH2:3][CH3:4], predict the reactants needed to synthesize it. The reactants are: [CH2:1]([C:5]1[N:6]([CH2:26][C:27]2[CH:32]=[CH:31][C:30]([C:33]3[CH:38]=[CH:37][CH:36]=[CH:35][C:34]=3[C:39]3[NH:43][N:42]=[N:41][N:40]=3)=[CH:29][CH:28]=2)[C:7]([C:11]([NH:13][C@@H:14]([CH2:19][C:20]2[CH:25]=[CH:24][CH:23]=[CH:22][CH:21]=2)[C:15]([O:17]C)=[O:16])=[O:12])=[C:8]([Cl:10])[N:9]=1)[CH2:2][CH2:3][CH3:4].[OH-].[Li+]. (2) The reactants are: [NH2:1][CH2:2][C:3]1[C:12](=[O:13])[C:11]2[C:6](=[CH:7][C:8]([Cl:14])=[CH:9][CH:10]=2)[N:5]([C:15]2[CH:20]=[CH:19][CH:18]=[CH:17][CH:16]=2)[CH:4]=1.C(N(CC)C(C)C)(C)C.Cl[C:31]1[NH:32][C:33]2[CH:39]=[CH:38][CH:37]=[CH:36][C:34]=2[N:35]=1. Given the product [NH:32]1[C:33]2[CH:39]=[CH:38][CH:37]=[CH:36][C:34]=2[N:35]=[C:31]1[NH:1][CH2:2][C:3]1[C:12](=[O:13])[C:11]2[C:6](=[CH:7][C:8]([Cl:14])=[CH:9][CH:10]=2)[N:5]([C:15]2[CH:16]=[CH:17][CH:18]=[CH:19][CH:20]=2)[CH:4]=1, predict the reactants needed to synthesize it. (3) Given the product [C:23]([C:27]1[CH:31]=[C:30]([NH:32][C:33]([NH:19][C:18]2[CH:20]=[CH:21][CH:22]=[C:16]([O:15][C:6]3[C:5]4[C:10](=[CH:11][C:12]([O:13][CH3:14])=[C:3]([O:2][CH3:1])[CH:4]=4)[N:9]=[CH:8][N:7]=3)[CH:17]=2)=[O:34])[N:29]([C:42]2[CH:43]=[N:44][CH:45]=[C:46]([F:48])[CH:47]=2)[N:28]=1)([CH3:26])([CH3:24])[CH3:25], predict the reactants needed to synthesize it. The reactants are: [CH3:1][O:2][C:3]1[CH:4]=[C:5]2[C:10](=[CH:11][C:12]=1[O:13][CH3:14])[N:9]=[CH:8][N:7]=[C:6]2[O:15][C:16]1[CH:17]=[C:18]([CH:20]=[CH:21][CH:22]=1)[NH2:19].[C:23]([C:27]1[CH:31]=[C:30]([NH:32][C:33](=O)[O:34]C2C=CC=CC=2)[N:29]([C:42]2[CH:43]=[N:44][CH:45]=[C:46]([F:48])[CH:47]=2)[N:28]=1)([CH3:26])([CH3:25])[CH3:24]. (4) The reactants are: [CH3:1][C:2]1([CH3:20])[CH2:6][C:5]2[C:7]([CH3:19])=[C:8]([N:13]3[CH2:18][CH2:17][NH:16][CH2:15][CH2:14]3)[C:9]([CH3:12])=[C:10]([CH3:11])[C:4]=2[O:3]1.Br[C:22]1[CH:27]=[CH:26][C:25]([Cl:28])=[C:24]([CH3:29])[CH:23]=1. Given the product [Cl:28][C:25]1[CH:26]=[CH:27][C:22]([N:16]2[CH2:15][CH2:14][N:13]([C:8]3[C:9]([CH3:12])=[C:10]([CH3:11])[C:4]4[O:3][C:2]([CH3:20])([CH3:1])[CH2:6][C:5]=4[C:7]=3[CH3:19])[CH2:18][CH2:17]2)=[CH:23][C:24]=1[CH3:29], predict the reactants needed to synthesize it. (5) Given the product [Cl:1][C:2]1[CH:27]=[C:26]([O:28][CH3:29])[CH:25]=[CH:24][C:3]=1[O:4][C:5]1[CH:10]=[CH:9][CH:8]=[CH:7][C:6]=1[NH:11][S:12]([C:15]1[CH:16]=[CH:17][C:18]([C:19]([NH:39][CH2:38][CH2:37][CH2:36][N:30]2[CH2:35][CH2:34][CH2:33][CH2:32][CH2:31]2)=[O:20])=[CH:22][CH:23]=1)(=[O:13])=[O:14], predict the reactants needed to synthesize it. The reactants are: [Cl:1][C:2]1[CH:27]=[C:26]([O:28][CH3:29])[CH:25]=[CH:24][C:3]=1[O:4][C:5]1[CH:10]=[CH:9][CH:8]=[CH:7][C:6]=1[NH:11][S:12]([C:15]1[CH:23]=[CH:22][C:18]([C:19](O)=[O:20])=[CH:17][CH:16]=1)(=[O:14])=[O:13].[N:30]1([CH2:36][CH2:37][CH2:38][NH2:39])[CH2:35][CH2:34][CH2:33][CH2:32][CH2:31]1. (6) Given the product [CH3:22][N:7]1[C:8]2[CH2:9][CH2:10][N:11]([C:15]([O:17][C:18]([CH3:21])([CH3:20])[CH3:19])=[O:16])[CH2:12][CH2:13][C:14]=2[C:5]2[CH:4]=[CH:3][C:2]([N:35]3[CH:36]=[CH:37][C:32]([C:29]4[N:30]=[N:31][C:26]([C:25]([F:39])([F:24])[F:40])=[CH:27][CH:28]=4)=[CH:33][C:34]3=[O:38])=[N:23][C:6]1=2, predict the reactants needed to synthesize it. The reactants are: Br[C:2]1[CH:3]=[CH:4][C:5]2[C:14]3[CH2:13][CH2:12][N:11]([C:15]([O:17][C:18]([CH3:21])([CH3:20])[CH3:19])=[O:16])[CH2:10][CH2:9][C:8]=3[N:7]([CH3:22])[C:6]=2[N:23]=1.[F:24][C:25]([F:40])([F:39])[C:26]1[N:31]=[N:30][C:29]([C:32]2[CH:37]=[CH:36][NH:35][C:34](=[O:38])[CH:33]=2)=[CH:28][CH:27]=1.C([O-])([O-])=O.[Cs+].[Cs+].OC1C=CC=C2C=1N=CC=C2. (7) Given the product [Br:25][C:19]1[CH:20]=[C:21]([N+:22]([O-:24])=[O:23])[C:16]([C:3]2[CH:4]=[CH:5][C:6]([C:8]([O:10][CH3:11])=[O:9])=[CH:7][C:2]=2[F:1])=[N:17][CH:18]=1, predict the reactants needed to synthesize it. The reactants are: [F:1][C:2]1[CH:7]=[C:6]([C:8]([O:10][CH3:11])=[O:9])[CH:5]=[CH:4][C:3]=1B(O)O.Br[C:16]1[C:21]([N+:22]([O-:24])=[O:23])=[CH:20][C:19]([Br:25])=[CH:18][N:17]=1.P([O-])([O-])([O-])=O.[K+].[K+].[K+]. (8) Given the product [F:22][C:2]([F:1])([F:21])[C:3]([N:5]1[CH2:11][CH:10]([CH:12]([CH3:14])[CH3:13])[C:9]2[CH:15]=[C:16]([Br:20])[C:17]([O:19][CH2:25][CH:24]=[CH2:23])=[CH:18][C:8]=2[CH2:7][CH2:6]1)=[O:4], predict the reactants needed to synthesize it. The reactants are: [F:1][C:2]([F:22])([F:21])[C:3]([N:5]1[CH2:11][CH:10]([CH:12]([CH3:14])[CH3:13])[C:9]2[CH:15]=[C:16]([Br:20])[C:17]([OH:19])=[CH:18][C:8]=2[CH2:7][CH2:6]1)=[O:4].[CH2:23](Br)[CH:24]=[CH2:25]. (9) Given the product [Cl:21][C:16]1[CH:15]=[C:14]([C:11]2[NH:10][C:9]3[C:8]([OH:22])=[CH:7][CH:6]=[C:5]([C:3]([OH:4])=[O:2])[C:13]=3[N:12]=2)[CH:19]=[CH:18][C:17]=1[F:20], predict the reactants needed to synthesize it. The reactants are: C[O:2][C:3]([C:5]1[C:13]2[N:12]=[C:11]([C:14]3[CH:19]=[CH:18][C:17]([F:20])=[C:16]([Cl:21])[CH:15]=3)[NH:10][C:9]=2[C:8]([O:22]C)=[CH:7][CH:6]=1)=[O:4].[Cl-].[Al+3].[Cl-].[Cl-].Cl.